Dataset: Peptide-MHC class II binding affinity with 134,281 pairs from IEDB. Task: Regression. Given a peptide amino acid sequence and an MHC pseudo amino acid sequence, predict their binding affinity value. This is MHC class II binding data. (1) The peptide sequence is APPPQLPRPPATPPP. The MHC is DRB1_0101 with pseudo-sequence DRB1_0101. The binding affinity (normalized) is 0.173. (2) The peptide sequence is NKKYFAATQFEPLAA. The MHC is HLA-DQA10501-DQB10301 with pseudo-sequence HLA-DQA10501-DQB10301. The binding affinity (normalized) is 0.246.